This data is from Catalyst prediction with 721,799 reactions and 888 catalyst types from USPTO. The task is: Predict which catalyst facilitates the given reaction. (1) Reactant: [Cl:1][C:2]1[C:3]2[N:4]([CH:12]=[C:13]([C:15]([O:17]CC)=O)[N:14]=2)[CH:5]=[C:6]([C:8]([F:11])([F:10])[F:9])[CH:7]=1.ClC1C2N(C=C(C(O)=O)N=2)C=C(C(F)(F)F)C=1.O.[NH2:38][NH2:39]. Product: [Cl:1][C:2]1[C:3]2[N:4]([CH:12]=[C:13]([C:15]([NH:38][NH2:39])=[O:17])[N:14]=2)[CH:5]=[C:6]([C:8]([F:9])([F:10])[F:11])[CH:7]=1. The catalyst class is: 14. (2) Reactant: [CH2:1]([C:3]1[CH:11]=[CH:10][C:6]([C:7]([OH:9])=[O:8])=[CH:5][C:4]=1[O:12]CCCOC)[CH3:2].B(Br)(Br)Br. Product: [CH2:1]([C:3]1[CH:11]=[CH:10][C:6]([C:7]([OH:9])=[O:8])=[CH:5][C:4]=1[OH:12])[CH3:2]. The catalyst class is: 2. (3) Reactant: C(=O)(O)[O-].[Na+].[CH3:6][C:7]1([CH3:39])[CH2:10][C:9]([C:17]2[CH:26]=[C:25]([O:27][CH2:28][C:29]3[CH:38]=[CH:37][C:36]4[C:31](=[CH:32][CH:33]=[CH:34][CH:35]=4)[N:30]=3)[CH:24]=[CH:23][C:18]=2[C:19]([NH:21][NH2:22])=[O:20])([C:11]2[CH:16]=[CH:15][CH:14]=[CH:13][CH:12]=2)[CH2:8]1.[N:40]#[C:41]Br. Product: [CH3:6][C:7]1([CH3:39])[CH2:8][C:9]([C:17]2[CH:26]=[C:25]([O:27][CH2:28][C:29]3[CH:38]=[CH:37][C:36]4[C:31](=[CH:32][CH:33]=[CH:34][CH:35]=4)[N:30]=3)[CH:24]=[CH:23][C:18]=2[C:19]2[O:20][C:41]([NH2:40])=[N:22][N:21]=2)([C:11]2[CH:12]=[CH:13][CH:14]=[CH:15][CH:16]=2)[CH2:10]1. The catalyst class is: 127. (4) The catalyst class is: 26. Reactant: [CH3:1][O:2][C:3]1[CH:30]=[C:29]([O:31][CH3:32])[CH:28]=[CH:27][C:4]=1[CH2:5][N:6]1[C:16](=[O:17])[C:15]2[N:18]3[C:8](=[C:9]([C:19]4[CH:26]=[CH:25][C:22]([CH:23]=O)=[CH:21][CH:20]=4)[N:10]=[C:11]3[CH:12]=[CH:13][CH:14]=2)[CH2:7]1.[NH:33](C)[CH3:34].Cl.[BH3-]C#N.[Na+]. Product: [CH3:1][O:2][C:3]1[CH:30]=[C:29]([O:31][CH3:32])[CH:28]=[CH:27][C:4]=1[CH2:5][N:6]1[C:16](=[O:17])[C:15]2[N:18]3[C:8](=[C:9]([C:19]4[CH:20]=[CH:21][C:22]([CH2:23][NH:33][CH3:34])=[CH:25][CH:26]=4)[N:10]=[C:11]3[CH:12]=[CH:13][CH:14]=2)[CH2:7]1. (5) Reactant: Cl[SiH:2]1[N:6]([C:7]([CH3:10])([CH3:9])[CH3:8])[CH:5]=[CH:4][N:3]1[C:11]([CH3:14])([CH3:13])[CH3:12].O1C[CH2:18][CH2:17][CH2:16]1.C=C([Mg]Br)C. Product: [C:11]([N:3]1[CH:4]=[CH:5][N:6]([C:7]([CH3:10])([CH3:9])[CH3:8])[SiH:2]1[C:17]([CH3:18])=[CH2:16])([CH3:14])([CH3:13])[CH3:12]. The catalyst class is: 81.